Dataset: Full USPTO retrosynthesis dataset with 1.9M reactions from patents (1976-2016). Task: Predict the reactants needed to synthesize the given product. (1) Given the product [CH3:28][C:12]1([S:15]([C:18]2[CH:23]=[CH:22][CH:21]=[C:20]([C:24]([F:27])([F:25])[F:26])[CH:19]=2)(=[O:16])=[O:17])[CH2:11][CH2:10][CH:9]([NH2:8])[CH2:14][CH2:13]1, predict the reactants needed to synthesize it. The reactants are: C([NH:8][CH:9]1[CH2:14][CH2:13][C:12]([CH3:28])([S:15]([C:18]2[CH:23]=[CH:22][CH:21]=[C:20]([C:24]([F:27])([F:26])[F:25])[CH:19]=2)(=[O:17])=[O:16])[CH2:11][CH2:10]1)C1C=CC=CC=1. (2) Given the product [CH3:1][NH:2][C:21](=[O:22])[C:20]1[CH:24]=[CH:25][CH:26]=[CH:27][C:19]=1[O:12][C:13]1[CH:18]=[CH:17][CH:16]=[CH:15][CH:14]=1, predict the reactants needed to synthesize it. The reactants are: [CH3:1][N:2](C)CCCN=C=NCC.[O:12]([C:19]1[CH:27]=[CH:26][CH:25]=[CH:24][C:20]=1[C:21](O)=[O:22])[C:13]1[CH:18]=[CH:17][CH:16]=[CH:15][CH:14]=1.CN.C(O)C.